From a dataset of TCR-epitope binding with 47,182 pairs between 192 epitopes and 23,139 TCRs. Binary Classification. Given a T-cell receptor sequence (or CDR3 region) and an epitope sequence, predict whether binding occurs between them. (1) The epitope is ILHCANFNV. The TCR CDR3 sequence is CSVDWAGANNEQFF. Result: 0 (the TCR does not bind to the epitope). (2) The epitope is MLNIPSINV. The TCR CDR3 sequence is CASSQDRLADYNEQFF. Result: 0 (the TCR does not bind to the epitope).